Task: Predict the reaction yield, written as a fraction of the theoretical maximum amount of product (1.0 means a 100% yield; for example, 0.34 means a 34% yield).. Dataset: Reaction yield outcomes from USPTO patents with 853,638 reactions (1) The reactants are [N:1]12[CH2:9][CH2:8][CH:5]([CH2:6][CH2:7]1)[NH:4][C:3](=O)[CH2:2]2.O1CCOCC1. The catalyst is O. The product is [N:1]12[CH2:9][CH2:8][CH:5]([CH2:6][CH2:7]1)[NH:4][CH2:3][CH2:2]2. The yield is 0.780. (2) The reactants are C(OC([C@@]1(N[C:13]([O:15][C:16]([CH3:19])([CH3:18])[CH3:17])=[O:14])C[C@H]1C1CC1)=O)C.CC[N:22]([CH2:25][CH3:26])[CH2:23]C.C1C=CC(P(N=[N+]=[N-])(C2C=CC=CC=2)=[O:34])=CC=1.[CH3:44][Si:45]([CH3:50])([CH3:49])[CH2:46][CH2:47][OH:48].[CH:51]1[CH:56]=CC=C[CH:52]=1. No catalyst specified. The product is [C:16]([O:15][C:13]([C@:25]1([NH:22][C:23]([O:48][CH2:47][CH2:46][Si:45]([CH3:50])([CH3:49])[CH3:44])=[O:34])[CH2:26][C@@H:52]1[CH2:51][CH3:56])=[O:14])([CH3:17])([CH3:18])[CH3:19]. The yield is 0.520. (3) The reactants are C1CN([P+](ON2N=NC3C=CC=CC2=3)(N2CCCC2)N2CCCC2)CC1.F[P-](F)(F)(F)(F)F.CCN(C(C)C)C(C)C.[Br:43][C:44]1[CH:52]=[C:51](/[CH:53]=[CH:54]/[CH:55]([C:60]2[CH:65]=[C:64]([Cl:66])[C:63]([Cl:67])=[C:62]([Cl:68])[CH:61]=2)[C:56]([F:59])([F:58])[F:57])[CH:50]=[CH:49][C:45]=1[C:46](O)=[O:47].[NH2:69][CH2:70][CH2:71][NH:72][C:73](=[O:79])[O:74][C:75]([CH3:78])([CH3:77])[CH3:76]. The catalyst is C(Cl)Cl.O. The product is [Br:43][C:44]1[CH:52]=[C:51](/[CH:53]=[CH:54]/[CH:55]([C:60]2[CH:61]=[C:62]([Cl:68])[C:63]([Cl:67])=[C:64]([Cl:66])[CH:65]=2)[C:56]([F:59])([F:58])[F:57])[CH:50]=[CH:49][C:45]=1[C:46]([NH:69][CH2:70][CH2:71][NH:72][C:73](=[O:79])[O:74][C:75]([CH3:76])([CH3:78])[CH3:77])=[O:47]. The yield is 0.390. (4) The reactants are [CH2:1]([O:8][C:9]1[CH:10]=[C:11]2[C:16](=[CH:17][C:18]=1[O:19][CH3:20])[N:15]=[CH:14][C:13]([C:21]([O:23]CC)=[O:22])=[C:12]2[Cl:26])[C:2]1[CH:7]=[CH:6][CH:5]=[CH:4][CH:3]=1.[OH-].[Na+]. The catalyst is O1CCCC1.CO. The product is [CH2:1]([O:8][C:9]1[CH:10]=[C:11]2[C:16](=[CH:17][C:18]=1[O:19][CH3:20])[N:15]=[CH:14][C:13]([C:21]([OH:23])=[O:22])=[C:12]2[Cl:26])[C:2]1[CH:3]=[CH:4][CH:5]=[CH:6][CH:7]=1. The yield is 1.00.